Predict the reaction yield, written as a fraction of the theoretical maximum amount of product (1.0 means a 100% yield; for example, 0.34 means a 34% yield). From a dataset of Reaction yield outcomes from USPTO patents with 853,638 reactions. (1) The reactants are [NH2:1][C:2]1[C:3]([C:9]([NH2:11])=[O:10])=[N:4][C:5]([Cl:8])=[CH:6][CH:7]=1.Cl.Cl[C:14](N)=[NH:15].CS(C)(=O)=O.S1(CCCC1)(=O)=O.[OH-].[NH4+]. The catalyst is O. The product is [NH2:15][C:14]1[NH:11][C:9](=[O:10])[C:3]2[N:4]=[C:5]([Cl:8])[CH:6]=[CH:7][C:2]=2[N:1]=1. The yield is 0.980. (2) The reactants are [OH:1][C:2]1[CH:11]=[CH:10][C:5]([C:6]([NH:8][NH2:9])=[O:7])=[CH:4][CH:3]=1.[CH:12](=O)[C:13]1[CH:18]=[CH:17][C:16]([O:19][CH3:20])=[CH:15][CH:14]=1. The catalyst is C(O)(=O)C.CCO. The product is [CH3:20][O:19][C:16]1[CH:17]=[CH:18][C:13]([CH:12]=[N:9][NH:8][C:6](=[O:7])[C:5]2[CH:10]=[CH:11][C:2]([OH:1])=[CH:3][CH:4]=2)=[CH:14][CH:15]=1. The yield is 0.930. (3) The reactants are [C:1](OC(Cl)(Cl)Cl)(OC(Cl)(Cl)Cl)=[O:2].Cl.[CH2:14]([CH:21]1[CH2:24][CH2:23][NH:22]1)[C:15]1[CH:20]=[CH:19][CH:18]=[CH:17][CH:16]=1.C(N(CC)C(C)C)(C)C.C(O)(C(F)(F)F)=O.[F:41][C:42]1[CH:47]=[CH:46][C:45]([N:48]2[C:52]3[N:53]=[CH:54][N:55]([CH2:58][C:59]4([OH:65])[CH2:64][CH2:63][NH:62][CH2:61][CH2:60]4)[C:56](=[O:57])[C:51]=3[CH:50]=[N:49]2)=[CH:44][CH:43]=1. The product is [CH2:14]([CH:21]1[CH2:24][CH2:23][N:22]1[C:1]([N:62]1[CH2:63][CH2:64][C:59]([CH2:58][N:55]2[C:56](=[O:57])[C:51]3[CH:50]=[N:49][N:48]([C:45]4[CH:44]=[CH:43][C:42]([F:41])=[CH:47][CH:46]=4)[C:52]=3[N:53]=[CH:54]2)([OH:65])[CH2:60][CH2:61]1)=[O:2])[C:15]1[CH:20]=[CH:19][CH:18]=[CH:17][CH:16]=1. The catalyst is ClCCl.O. The yield is 0.390. (4) The reactants are [Br:1]Br.[NH2:3][C:4]1[CH:9]=[CH:8][C:7]([NH:10][C:11](=[O:17])[O:12][C:13]([CH3:16])([CH3:15])[CH3:14])=[C:6]([C:18]#[N:19])[CH:5]=1. The catalyst is ClCCl.C(O)(=O)C. The product is [NH2:3][C:4]1[CH:9]=[CH:8][C:7]([NH:10][C:11](=[O:17])[O:12][C:13]([CH3:14])([CH3:15])[CH3:16])=[C:6]([C:18]#[N:19])[C:5]=1[Br:1]. The yield is 1.00. (5) The reactants are CN(C)C=O.[CH3:6][C@@:7]1([CH2:10][N:11]2[CH:15]=[C:14]([N+:16]([O-:18])=[O:17])[N:13]=[C:12]2[S:19][C:20]2[CH:25]=[CH:24][CH:23]=[CH:22][C:21]=2[N+:26]([O-:28])=[O:27])[CH2:9][O:8]1.[N:29]1([C:35]([O:37][CH2:38][CH:39]=[CH:40][C:41]2[CH:46]=[CH:45][C:44]([C:47]([F:50])([F:49])[F:48])=[CH:43][CH:42]=2)=[O:36])[CH2:34][CH2:33][NH:32][CH2:31][CH2:30]1.O. The catalyst is C(OCC)(=O)C. The product is [N+:16]([C:14]1[N:13]=[C:12]([S:19][C:20]2[CH:25]=[CH:24][CH:23]=[CH:22][C:21]=2[N+:26]([O-:28])=[O:27])[N:11]([CH2:10][C@:7]([OH:8])([CH3:6])[CH2:9][N:32]2[CH2:31][CH2:30][N:29]([C:35]([O:37][CH2:38][CH:39]=[CH:40][C:41]3[CH:46]=[CH:45][C:44]([C:47]([F:49])([F:50])[F:48])=[CH:43][CH:42]=3)=[O:36])[CH2:34][CH2:33]2)[CH:15]=1)([O-:18])=[O:17]. The yield is 0.870. (6) The reactants are C(Cl)(=O)C1C(=CC=CC=1)C(Cl)=O.[F:13][C:14]([F:21])([CH2:18][CH2:19][CH3:20])[C:15](Cl)=[O:16].[NH2:22][NH2:23]. The catalyst is C(Cl)Cl. The product is [F:13][C:14]([F:21])([CH2:18][CH2:19][CH3:20])[C:15]([NH:22][NH2:23])=[O:16]. The yield is 0.910. (7) The reactants are [CH3:1][O:2][C:3]1[N:8]=[C:7]([O:9][CH3:10])[C:6]([C:11]2[CH:20]=[C:19]3[C:14]([C:15](Cl)=[C:16]([C:21]([NH2:23])=[O:22])[CH:17]=[N:18]3)=[CH:13][CH:12]=2)=[CH:5][N:4]=1.[NH2:25][C:26]1[CH:27]=[C:28]([CH:32]=[C:33]([C:35]2[CH:39]=[CH:38][O:37][CH:36]=2)[CH:34]=1)[C:29]([OH:31])=[O:30]. The catalyst is C(O)(=O)C. The product is [NH2:23][C:21]([C:16]1[CH:17]=[N:18][C:19]2[C:14]([C:15]=1[NH:25][C:26]1[CH:27]=[C:28]([CH:32]=[C:33]([C:35]3[CH:39]=[CH:38][O:37][CH:36]=3)[CH:34]=1)[C:29]([OH:31])=[O:30])=[CH:13][CH:12]=[C:11]([C:6]1[C:7]([O:9][CH3:10])=[N:8][C:3]([O:2][CH3:1])=[N:4][CH:5]=1)[CH:20]=2)=[O:22]. The yield is 0.198.